This data is from Catalyst prediction with 721,799 reactions and 888 catalyst types from USPTO. The task is: Predict which catalyst facilitates the given reaction. (1) Product: [F:8][C:9]1[CH:10]=[C:11]([C@@H:33]([NH2:35])[CH3:34])[CH:12]=[CH:13][C:14]=1[C:15]1[S:16][C:17]2[C:22]([N:23]=1)=[CH:21][CH:20]=[C:19]([C:24]1([C:27]3[CH:28]=[CH:29][CH:30]=[CH:31][CH:32]=3)[CH2:25][CH2:26]1)[N:18]=2. Reactant: Cl.O1CCOCC1.[F:8][C:9]1[CH:10]=[C:11]([C@@H:33]([NH:35][S@@](C(C)(C)C)=O)[CH3:34])[CH:12]=[CH:13][C:14]=1[C:15]1[S:16][C:17]2[C:22]([N:23]=1)=[CH:21][CH:20]=[C:19]([C:24]1([C:27]3[CH:32]=[CH:31][CH:30]=[CH:29][CH:28]=3)[CH2:26][CH2:25]1)[N:18]=2. The catalyst class is: 5. (2) Reactant: Cl.[F:2][C:3]([F:36])([F:35])[C:4]1[CH:34]=[CH:33][C:7]([CH2:8][NH:9][CH2:10][C:11]2[CH:16]=[CH:15][C:14]([C:17]3[O:21][N:20]=[C:19]([CH2:22][CH2:23][CH2:24][CH2:25][CH2:26][CH2:27][CH2:28][CH2:29][CH2:30][CH2:31][CH3:32])[N:18]=3)=[CH:13][CH:12]=2)=[CH:6][CH:5]=1.CCN(C(C)C)C(C)C.[CH2:46]([O:48][C:49](=[O:53])[C:50](Cl)=[O:51])[CH3:47]. Product: [O:51]=[C:50]([N:9]([CH2:8][C:7]1[CH:6]=[CH:5][C:4]([C:3]([F:2])([F:35])[F:36])=[CH:34][CH:33]=1)[CH2:10][C:11]1[CH:12]=[CH:13][C:14]([C:17]2[O:21][N:20]=[C:19]([CH2:22][CH2:23][CH2:24][CH2:25][CH2:26][CH2:27][CH2:28][CH2:29][CH2:30][CH2:31][CH3:32])[N:18]=2)=[CH:15][CH:16]=1)[C:49]([O:48][CH2:46][CH3:47])=[O:53]. The catalyst class is: 2.